From a dataset of Peptide-MHC class I binding affinity with 185,985 pairs from IEDB/IMGT. Regression. Given a peptide amino acid sequence and an MHC pseudo amino acid sequence, predict their binding affinity value. This is MHC class I binding data. The peptide sequence is KTKDYVNGL. The MHC is HLA-B07:02 with pseudo-sequence HLA-B07:02. The binding affinity (normalized) is 0.107.